This data is from Forward reaction prediction with 1.9M reactions from USPTO patents (1976-2016). The task is: Predict the product of the given reaction. (1) Given the reactants C(OC([N:8]1[CH2:13][CH2:12][N:11]([C:14]([C:16]2[CH:21]([C:22]3[CH:27]=[CH:26][C:25]([CH3:28])=[CH:24][C:23]=3[CH3:29])[C:20]([C:30]([O:32][CH2:33][CH2:34][CH:35]([C:42]3[CH:47]=[CH:46][CH:45]=[CH:44][CH:43]=3)[C:36]3[CH:41]=[CH:40][CH:39]=[CH:38][CH:37]=3)=[O:31])=[C:19]([CH3:48])[NH:18][C:17]=2[CH3:49])=[O:15])[CH2:10][CH2:9]1)=O)(C)(C)C.FC(F)(F)C([O-])=O, predict the reaction product. The product is: [C:36]1([CH:35]([C:42]2[CH:43]=[CH:44][CH:45]=[CH:46][CH:47]=2)[CH2:34][CH2:33][O:32][C:30](=[O:31])[C:20]2[C:21]([C:22]3[CH:27]=[CH:26][C:25]([CH3:28])=[CH:24][C:23]=3[CH3:29])=[C:16]([C:14]([N:11]3[CH2:12][CH2:13][NH:8][CH2:9][CH2:10]3)=[O:15])[C:17]([CH3:49])=[N:18][C:19]=2[CH3:48])[CH:41]=[CH:40][CH:39]=[CH:38][CH:37]=1. (2) Given the reactants [Cl:1][C:2]1[C:3]2[NH:14][CH:13]=[C:12]([I:15])[C:4]=2[N:5]=[C:6]([CH2:8][CH2:9]OC)[N:7]=1.Cl[C:17]1[C:18]2NC=C[C:19]=2N=C(CCCCC)N=1, predict the reaction product. The product is: [Cl:1][C:2]1[C:3]2[NH:14][CH:13]=[C:12]([I:15])[C:4]=2[N:5]=[C:6]([CH2:8][CH2:9][CH2:17][CH2:18][CH3:19])[N:7]=1. (3) Given the reactants Cl[C:2]1[CH:7]=[CH:6][C:5]([N:8]2[CH2:12][CH2:11][CH2:10][C:9]2=[O:13])=[C:4]([F:14])[CH:3]=1.[B:15]1([B:15]2[O:19][C:18]([CH3:21])([CH3:20])[C:17]([CH3:23])([CH3:22])[O:16]2)[O:19][C:18]([CH3:21])([CH3:20])[C:17]([CH3:23])([CH3:22])[O:16]1.CC(C1C=C(C(C)C)C(C2C=CC=CC=2P(C2CCCCC2)C2CCCCC2)=C(C(C)C)C=1)C.C([O-])(=O)C.[K+].O1CCOCC1, predict the reaction product. The product is: [F:14][C:4]1[CH:3]=[C:2]([B:15]2[O:19][C:18]([CH3:21])([CH3:20])[C:17]([CH3:23])([CH3:22])[O:16]2)[CH:7]=[CH:6][C:5]=1[N:8]1[CH2:12][CH2:11][CH2:10][C:9]1=[O:13]. (4) The product is: [CH3:7][C:4]1[N:3]([C:8]2[CH:17]=[C:11]3[CH:12]([CH3:16])[N:13]([CH3:21])[CH2:14][CH2:15][N:10]3[N:9]=2)[C:2]([CH3:1])=[CH:6][CH:5]=1. Given the reactants [CH3:1][C:2]1[N:3]([C:8]2[CH:17]=[C:11]3[CH:12]([CH3:16])[NH:13][CH2:14][CH2:15][N:10]3[N:9]=2)[C:4]([CH3:7])=[CH:5][CH:6]=1.C=O.[BH3-][C:21]#N.[Na+].CC(O)=O, predict the reaction product.